Dataset: Reaction yield outcomes from USPTO patents with 853,638 reactions. Task: Predict the reaction yield, written as a fraction of the theoretical maximum amount of product (1.0 means a 100% yield; for example, 0.34 means a 34% yield). (1) The reactants are O[C:2]1[C:11]2[C:6](=[CH:7][N:8]=[CH:9][CH:10]=2)[N:5]([C:12]2[CH:17]=[CH:16][CH:15]=[CH:14][CH:13]=2)[C:4](=[O:18])[C:3]=1[C:19](=O)[CH2:20][C:21]1[CH:26]=[CH:25][CH:24]=[CH:23][CH:22]=1.O.[NH2:29][NH2:30].C(=O)([O-])O.[Na+]. The catalyst is CN(C=O)C. The product is [CH2:20]([C:19]1[C:3]2[C:4](=[O:18])[N:5]([C:12]3[CH:17]=[CH:16][CH:15]=[CH:14][CH:13]=3)[C:6]3[CH:7]=[N:8][CH:9]=[CH:10][C:11]=3[C:2]=2[NH:30][N:29]=1)[C:21]1[CH:26]=[CH:25][CH:24]=[CH:23][CH:22]=1. The yield is 0.790. (2) The reactants are Br[CH:2]=[C:3]1[C:16]2[CH:15]=[CH:14][C:13]([F:17])=[CH:12][C:11]=2[S:10][C:9]2[C:4]1=[CH:5][CH:6]=[C:7]([F:18])[CH:8]=2.CC1(C)C(C)(C)OB([C:27]2[CH:36]=[CH:35][C:30]3[NH:31][C:32](=[O:34])[NH:33][C:29]=3[CH:28]=2)O1.C([O-])([O-])=O.[Na+].[Na+]. The catalyst is O1CCOCC1.C1C=CC([P]([Pd]([P](C2C=CC=CC=2)(C2C=CC=CC=2)C2C=CC=CC=2)([P](C2C=CC=CC=2)(C2C=CC=CC=2)C2C=CC=CC=2)[P](C2C=CC=CC=2)(C2C=CC=CC=2)C2C=CC=CC=2)(C2C=CC=CC=2)C2C=CC=CC=2)=CC=1. The product is [F:18][C:7]1[CH:6]=[CH:5][C:4]2[C:3](=[CH:2][C:27]3[CH:36]=[CH:35][C:30]4[NH:31][C:32](=[O:34])[NH:33][C:29]=4[CH:28]=3)[C:16]3[C:11]([S:10][C:9]=2[CH:8]=1)=[CH:12][C:13]([F:17])=[CH:14][CH:15]=3. The yield is 0.170. (3) The reactants are [C:1]([O:5][C:6]([N:8]1[CH2:12][CH2:11][CH2:10][CH:9]1C1NC(C2C=CC(C3C4C(=C(B5OC(C)(C)C(C)(C)O5)C=CC=4)C=CC=3)=CC=2)=CN=1)=[O:7])([CH3:4])([CH3:3])[CH3:2].C(OC(N1CCCC1C1NC(Br)=CN=1)=O)(C)(C)C.C([O-])([O-])=O.[K+].[K+]. The catalyst is COCCOC.C1C=CC([P]([Pd]([P](C2C=CC=CC=2)(C2C=CC=CC=2)C2C=CC=CC=2)([P](C2C=CC=CC=2)(C2C=CC=CC=2)C2C=CC=CC=2)[P](C2C=CC=CC=2)(C2C=CC=CC=2)C2C=CC=CC=2)(C2C=CC=CC=2)C2C=CC=CC=2)=CC=1. The product is [C:1]([O:5][C:6]([N:8]1[CH2:12][CH2:11][CH2:10][CH2:9]1)=[O:7])([CH3:4])([CH3:2])[CH3:3]. The yield is 0.220. (4) The product is [CH3:16][O:17][C:18](=[O:25])[CH:19]([N:12]1[CH:13]=[CH:14][C:9]([O:8][CH2:1][C:2]2[CH:3]=[CH:4][CH:5]=[CH:6][CH:7]=2)=[CH:10][C:11]1=[O:15])[CH2:20][CH:21]([CH3:23])[CH3:22]. The yield is 0.730. The catalyst is CN(C=O)C. The reactants are [CH2:1]([O:8][C:9]1[CH:14]=[CH:13][NH:12][C:11](=[O:15])[CH:10]=1)[C:2]1[CH:7]=[CH:6][CH:5]=[CH:4][CH:3]=1.[CH3:16][O:17][C:18](=[O:25])[CH:19](Br)[CH2:20][CH:21]([CH3:23])[CH3:22].C(=O)([O-])[O-].[K+].[K+]. (5) The reactants are [OH:1][C@H:2]([CH2:6][C:7]([OH:9])=[O:8])[C:3]([OH:5])=O.[C:10](O[C:10]([C:12]([F:15])([F:14])[F:13])=[O:11])([C:12]([F:15])([F:14])[F:13])=[O:11]. The catalyst is C1(C)C=CC=CC=1. The product is [F:13][C:12]([F:15])([F:14])[C:10]([O:1][C@@H:2]1[CH2:6][C:7](=[O:8])[O:9][C:3]1=[O:5])=[O:11]. The yield is 1.00.